Dataset: NCI-60 drug combinations with 297,098 pairs across 59 cell lines. Task: Regression. Given two drug SMILES strings and cell line genomic features, predict the synergy score measuring deviation from expected non-interaction effect. (1) Drug 1: CCC1=C2CN3C(=CC4=C(C3=O)COC(=O)C4(CC)O)C2=NC5=C1C=C(C=C5)O. Drug 2: COC1=C2C(=CC3=C1OC=C3)C=CC(=O)O2. Cell line: IGROV1. Synergy scores: CSS=7.61, Synergy_ZIP=-3.73, Synergy_Bliss=1.17, Synergy_Loewe=-12.8, Synergy_HSA=0.585. (2) Drug 1: C1=CN(C=N1)CC(O)(P(=O)(O)O)P(=O)(O)O. Drug 2: CC(C)CN1C=NC2=C1C3=CC=CC=C3N=C2N. Cell line: NCI-H522. Synergy scores: CSS=-2.98, Synergy_ZIP=1.40, Synergy_Bliss=-0.462, Synergy_Loewe=-0.248, Synergy_HSA=-1.92. (3) Drug 1: C1=CC=C(C(=C1)C(C2=CC=C(C=C2)Cl)C(Cl)Cl)Cl. Drug 2: C1=CN(C=N1)CC(O)(P(=O)(O)O)P(=O)(O)O. Cell line: NCI-H460. Synergy scores: CSS=3.54, Synergy_ZIP=-1.29, Synergy_Bliss=-0.652, Synergy_Loewe=-0.694, Synergy_HSA=-0.636. (4) Drug 1: CC1OCC2C(O1)C(C(C(O2)OC3C4COC(=O)C4C(C5=CC6=C(C=C35)OCO6)C7=CC(=C(C(=C7)OC)O)OC)O)O. Drug 2: C1C(C(OC1N2C=NC(=NC2=O)N)CO)O. Cell line: SK-OV-3. Synergy scores: CSS=4.29, Synergy_ZIP=-4.36, Synergy_Bliss=-1.09, Synergy_Loewe=-7.58, Synergy_HSA=-2.03. (5) Drug 1: C1=NC2=C(N=C(N=C2N1C3C(C(C(O3)CO)O)F)Cl)N. Drug 2: CC=C1C(=O)NC(C(=O)OC2CC(=O)NC(C(=O)NC(CSSCCC=C2)C(=O)N1)C(C)C)C(C)C. Cell line: MDA-MB-231. Synergy scores: CSS=62.1, Synergy_ZIP=-0.775, Synergy_Bliss=2.12, Synergy_Loewe=0.984, Synergy_HSA=3.48. (6) Cell line: UACC-257. Synergy scores: CSS=-1.71, Synergy_ZIP=0.0997, Synergy_Bliss=-0.202, Synergy_Loewe=-2.74, Synergy_HSA=-2.13. Drug 1: CCC(=C(C1=CC=CC=C1)C2=CC=C(C=C2)OCCN(C)C)C3=CC=CC=C3.C(C(=O)O)C(CC(=O)O)(C(=O)O)O. Drug 2: CCN(CC)CCNC(=O)C1=C(NC(=C1C)C=C2C3=C(C=CC(=C3)F)NC2=O)C. (7) Drug 1: C1=CC=C(C=C1)NC(=O)CCCCCCC(=O)NO. Drug 2: C(CC(=O)O)C(=O)CN.Cl. Cell line: M14. Synergy scores: CSS=7.83, Synergy_ZIP=-5.46, Synergy_Bliss=-8.89, Synergy_Loewe=-8.87, Synergy_HSA=-8.79.